Dataset: Catalyst prediction with 721,799 reactions and 888 catalyst types from USPTO. Task: Predict which catalyst facilitates the given reaction. (1) The catalyst class is: 6. Reactant: [NH2:1][C:2]1[C:3]2[CH:15]=[C:14]([CH3:16])[S:13][C:4]=2[NH:5][C:6]2[CH:12]=[CH:11][CH:10]=[CH:9][C:7]=2[N:8]=1.[CH3:17][N:18]1[CH2:23][CH2:22]N[CH2:20][CH2:19]1.CC(O)C. Product: [CH3:16][C:14]1[S:13][C:4]2[NH:5][C:6]3[CH:12]=[CH:11][CH:10]=[CH:9][C:7]=3[N:8]=[C:2]([N:1]3[CH2:22][CH2:23][N:18]([CH3:17])[CH2:19][CH2:20]3)[C:3]=2[CH:15]=1. (2) Reactant: [NH2:1][C:2]1[CH:18]=[CH:17][C:5]([C:6]([NH:8][CH2:9][C:10]([CH3:16])([CH3:15])[CH2:11][N:12]([CH3:14])[CH3:13])=[O:7])=[C:4]([O:19][CH3:20])[CH:3]=1.[O:21]([C:28]1[CH:29]=[C:30]([N:34]=[C:35]=[O:36])[CH:31]=[CH:32][CH:33]=1)[C:22]1[CH:27]=[CH:26][CH:25]=[CH:24][CH:23]=1. Product: [CH3:14][N:12]([CH3:13])[CH2:11][C:10]([CH3:15])([CH3:16])[CH2:9][NH:8][C:6](=[O:7])[C:5]1[CH:17]=[CH:18][C:2]([NH:1][C:35]([NH:34][C:30]2[CH:31]=[CH:32][CH:33]=[C:28]([O:21][C:22]3[CH:27]=[CH:26][CH:25]=[CH:24][CH:23]=3)[CH:29]=2)=[O:36])=[CH:3][C:4]=1[O:19][CH3:20]. The catalyst class is: 4. (3) Reactant: [Br:1][C:2]1[CH:3]=[C:4]2[C:8](=[CH:9][CH:10]=1)[NH:7][C:6](=[O:11])[C:5]2=[O:12].[CH2:13](O)[CH2:14][OH:15].C1(C)C=CC(S(O)(=O)=O)=CC=1. Product: [Br:1][C:2]1[CH:3]=[C:4]2[C:8](=[CH:9][CH:10]=1)[NH:7][C:6](=[O:11])[C:5]12[O:15][CH2:14][CH2:13][O:12]1. The catalyst class is: 11.